Task: Regression. Given two drug SMILES strings and cell line genomic features, predict the synergy score measuring deviation from expected non-interaction effect.. Dataset: NCI-60 drug combinations with 297,098 pairs across 59 cell lines (1) Drug 1: CN(C)N=NC1=C(NC=N1)C(=O)N. Drug 2: COC1=NC(=NC2=C1N=CN2C3C(C(C(O3)CO)O)O)N. Cell line: IGROV1. Synergy scores: CSS=-1.15, Synergy_ZIP=-1.12, Synergy_Bliss=-0.584, Synergy_Loewe=-10.6, Synergy_HSA=-3.71. (2) Drug 1: C1=NC2=C(N=C(N=C2N1C3C(C(C(O3)CO)O)O)F)N. Drug 2: CC=C1C(=O)NC(C(=O)OC2CC(=O)NC(C(=O)NC(CSSCCC=C2)C(=O)N1)C(C)C)C(C)C. Cell line: UACC62. Synergy scores: CSS=71.9, Synergy_ZIP=-7.11, Synergy_Bliss=-9.32, Synergy_Loewe=-14.2, Synergy_HSA=-5.93. (3) Drug 1: C1CCC(CC1)NC(=O)N(CCCl)N=O. Drug 2: C1=CC=C(C=C1)NC(=O)CCCCCCC(=O)NO. Cell line: 786-0. Synergy scores: CSS=35.9, Synergy_ZIP=3.88, Synergy_Bliss=4.80, Synergy_Loewe=4.20, Synergy_HSA=5.95. (4) Drug 1: C1CC(C1)(C(=O)O)C(=O)O.[NH2-].[NH2-].[Pt+2]. Drug 2: C1CN(CCN1C(=O)CCBr)C(=O)CCBr. Cell line: RPMI-8226. Synergy scores: CSS=32.9, Synergy_ZIP=-3.41, Synergy_Bliss=-0.382, Synergy_Loewe=3.56, Synergy_HSA=4.36. (5) Drug 1: COC1=CC(=CC(=C1O)OC)C2C3C(COC3=O)C(C4=CC5=C(C=C24)OCO5)OC6C(C(C7C(O6)COC(O7)C8=CC=CS8)O)O. Drug 2: CCC1(CC2CC(C3=C(CCN(C2)C1)C4=CC=CC=C4N3)(C5=C(C=C6C(=C5)C78CCN9C7C(C=CC9)(C(C(C8N6C)(C(=O)OC)O)OC(=O)C)CC)OC)C(=O)OC)O.OS(=O)(=O)O. Cell line: NCI-H460. Synergy scores: CSS=55.2, Synergy_ZIP=3.63, Synergy_Bliss=3.54, Synergy_Loewe=5.51, Synergy_HSA=6.78.